Dataset: CYP2C19 inhibition data for predicting drug metabolism from PubChem BioAssay. Task: Regression/Classification. Given a drug SMILES string, predict its absorption, distribution, metabolism, or excretion properties. Task type varies by dataset: regression for continuous measurements (e.g., permeability, clearance, half-life) or binary classification for categorical outcomes (e.g., BBB penetration, CYP inhibition). Dataset: cyp2c19_veith. (1) The compound is CC(C)C[C@H](NP(=O)([O-])O[C@@H]1O[C@@H](C)[C@@H](O)[C@@H](O)[C@H]1O)C(=O)N[C@@H](Cc1c[nH]c2ccccc12)C(=O)[O-].[Na+].[Na+]. The result is 0 (non-inhibitor). (2) The compound is O=C(NCCc1ccc(Cl)cc1)C1CCN(S(=O)(=O)N2CCC3(CC2)OCCO3)CC1. The result is 1 (inhibitor). (3) The molecule is CNC(=O)NC(=S)NC(=O)c1ccc(OC)cc1. The result is 1 (inhibitor). (4) The compound is OC1(C(O)(c2ccc(-c3ccccc3)cc2)c2ccc(-c3ccccc3)cc2)CCCCC1. The result is 0 (non-inhibitor). (5) The drug is Cc1cc(C(F)(F)F)nc(SCC(=O)c2cccc([N+](=O)[O-])c2)n1. The result is 1 (inhibitor).